Task: Predict the product of the given reaction.. Dataset: Forward reaction prediction with 1.9M reactions from USPTO patents (1976-2016) Given the reactants [C:1]([C:5]1[CH:10]=[CH:9][C:8]([N+:11]([O-:13])=[O:12])=[CH:7][CH:6]=1)([CH3:4])([CH3:3])[CH3:2].[Br:14]Br.S([O-])(O)=O.[Na+], predict the reaction product. The product is: [Br:14][C:10]1[CH:9]=[C:8]([N+:11]([O-:13])=[O:12])[CH:7]=[CH:6][C:5]=1[C:1]([CH3:4])([CH3:2])[CH3:3].